Dataset: Forward reaction prediction with 1.9M reactions from USPTO patents (1976-2016). Task: Predict the product of the given reaction. (1) Given the reactants [O:1]1[C:10]2[C:5](=[CH:6][CH:7]=[CH:8][CH:9]=2)[C:4](=O)[CH2:3][CH2:2]1.O1C2C(=CC=CC=2)CCC1.[Li]CCCC.[C:27](=[O:29])=[O:28], predict the reaction product. The product is: [O:1]1[C:10]2[C:5](=[CH:6][CH:7]=[CH:8][C:9]=2[C:27]([OH:29])=[O:28])[CH2:4][CH2:3][CH2:2]1. (2) Given the reactants [O:1]=O.[CH3:3][C:4]1([CH3:19])[O:9][C:8]2[CH:10]=[CH:11][C:12]3[C:17]([C:7]=2[CH:6]=[CH:5]1)=[CH:16][CH:15]=[C:14]([OH:18])[CH:13]=3, predict the reaction product. The product is: [CH3:3][C:4]1([CH3:19])[O:9][C:8]2[CH:10]=[CH:11][C:12]3[C:13](=[O:1])[C:14](=[O:18])[CH:15]=[CH:16][C:17]=3[C:7]=2[CH:6]=[CH:5]1. (3) Given the reactants [O:1]([C:8]1[CH:13]=[CH:12][C:11]([CH:14]([NH2:16])[CH3:15])=[CH:10][CH:9]=1)[C:2]1[CH:7]=[CH:6][CH:5]=[CH:4][CH:3]=1.C[O:18][C:19](=O)[C:20]1[CH:25]=[CH:24][CH:23]=[CH:22][C:21]=1[CH2:26]Br.C([O-])([O-])=O.[K+].[K+].C(OCC)(=O)C, predict the reaction product. The product is: [O:1]([C:8]1[CH:9]=[CH:10][C:11]([CH:14]([N:16]2[CH2:26][C:21]3[C:20](=[CH:25][CH:24]=[CH:23][CH:22]=3)[C:19]2=[O:18])[CH3:15])=[CH:12][CH:13]=1)[C:2]1[CH:7]=[CH:6][CH:5]=[CH:4][CH:3]=1. (4) Given the reactants [F:1][C:2]1[CH:3]=[C:4]([C@@:9]2([CH3:24])[N:18]([CH2:19][C:20]([OH:22])=O)[C:17](=[O:23])[C:12]3([CH2:16][CH2:15][CH2:14][CH2:13]3)[NH:11][CH2:10]2)[CH:5]=[C:6]([F:8])[CH:7]=1.[NH2:25][C:26]1[CH:27]=[C:28]2[C:41](=[CH:42][CH:43]=1)[CH2:40][C@:30]1([C:38]3[C:33](=[N:34][CH:35]=[CH:36][CH:37]=3)[NH:32][C:31]1=[O:39])[CH2:29]2.CN(C(ON1N=NC2C=CC=NC1=2)=[N+](C)C)C.F[P-](F)(F)(F)(F)F.CN1CCOCC1, predict the reaction product. The product is: [F:8][C:6]1[CH:5]=[C:4]([C@@:9]2([CH3:24])[N:18]([CH2:19][C:20]([NH:25][C:26]3[CH:27]=[C:28]4[C:41](=[CH:42][CH:43]=3)[CH2:40][C@:30]3([C:38]5[C:33](=[N:34][CH:35]=[CH:36][CH:37]=5)[NH:32][C:31]3=[O:39])[CH2:29]4)=[O:22])[C:17](=[O:23])[C:12]3([CH2:16][CH2:15][CH2:14][CH2:13]3)[NH:11][CH2:10]2)[CH:3]=[C:2]([F:1])[CH:7]=1. (5) Given the reactants [C:1]([C:9]1[CH:10]=[C:11]([CH:15]([CH3:19])[C:16]([OH:18])=[O:17])[CH:12]=[CH:13][CH:14]=1)(=[O:8])[C:2]1[CH:7]=[CH:6][CH:5]=[CH:4][CH:3]=1.[CH3:20][N:21]([CH3:35])[CH2:22][C@H:23]([CH3:34])[C@H:24]([C:27]1[CH:28]=[C:29](O)[CH:30]=[CH:31][CH:32]=1)[CH2:25][CH3:26].C1(N=C=NC2CCCCC2)CCCCC1, predict the reaction product. The product is: [C:1]([C:9]1[CH:10]=[C:11]([CH:15]([CH3:19])[C:16]([O:18][C:31]2[CH:30]=[CH:29][CH:28]=[C:27]([C@H:24]([CH2:25][CH3:26])[C@@H:23]([CH3:34])[CH2:22][N:21]([CH3:35])[CH3:20])[CH:32]=2)=[O:17])[CH:12]=[CH:13][CH:14]=1)(=[O:8])[C:2]1[CH:3]=[CH:4][CH:5]=[CH:6][CH:7]=1.